This data is from Peptide-MHC class II binding affinity with 134,281 pairs from IEDB. The task is: Regression. Given a peptide amino acid sequence and an MHC pseudo amino acid sequence, predict their binding affinity value. This is MHC class II binding data. (1) The peptide sequence is FVQALTTAAASYASV. The MHC is DRB1_1602 with pseudo-sequence DRB1_1602. The binding affinity (normalized) is 0.556. (2) The peptide sequence is CGLFGKGSIVACAKF. The MHC is DRB1_1501 with pseudo-sequence DRB1_1501. The binding affinity (normalized) is 0.348. (3) The peptide sequence is MTLKGTSYKICTDKM. The MHC is DRB5_0101 with pseudo-sequence DRB5_0101. The binding affinity (normalized) is 0.756. (4) The peptide sequence is YDKFLINVSTVLTGK. The MHC is DRB3_0202 with pseudo-sequence DRB3_0202. The binding affinity (normalized) is 0.862. (5) The peptide sequence is EKWMTGRMGERQLQK. The MHC is H-2-IAd with pseudo-sequence H-2-IAd. The binding affinity (normalized) is 0.0828. (6) The peptide sequence is GGTEIKYNGEEYLIL. The MHC is HLA-DQA10301-DQB10302 with pseudo-sequence HLA-DQA10301-DQB10302. The binding affinity (normalized) is 0.247.